From a dataset of Catalyst prediction with 721,799 reactions and 888 catalyst types from USPTO. Predict which catalyst facilitates the given reaction. (1) Reactant: [CH2:1]([N:8]1[CH2:13][CH2:12][C:11]([C:15]2[CH:20]=[CH:19][CH:18]=[C:17]([C:21](OC)=[NH:22])[CH:16]=2)([CH3:14])[CH2:10][CH2:9]1)[C:2]1[CH:7]=[CH:6][CH:5]=[CH:4][CH:3]=1.[CH:25]([NH:27][NH2:28])=O. Product: [NH3:8].[CH2:1]([N:8]1[CH2:13][CH2:12][C:11]([CH3:14])([C:15]2[CH:20]=[CH:19][CH:18]=[C:17]([C:21]3[N:22]=[CH:25][NH:27][N:28]=3)[CH:16]=2)[CH2:10][CH2:9]1)[C:2]1[CH:7]=[CH:6][CH:5]=[CH:4][CH:3]=1. The catalyst class is: 5. (2) Reactant: [CH:1]([O:4][C:5]1[CH:19]=[CH:18][C:8]([O:9][C:10]2[S:11][C:12]([CH:15]=[N:16][OH:17])=[CH:13][N:14]=2)=[CH:7][CH:6]=1)([CH3:3])[CH3:2].[Cl:20]N1C(=O)CCC1=O.O. Product: [OH:17][N:16]=[C:15]([Cl:20])[C:12]1[S:11][C:10]([O:9][C:8]2[CH:18]=[CH:19][C:5]([O:4][CH:1]([CH3:3])[CH3:2])=[CH:6][CH:7]=2)=[N:14][CH:13]=1. The catalyst class is: 9.